Task: Predict the product of the given reaction.. Dataset: Forward reaction prediction with 1.9M reactions from USPTO patents (1976-2016) Given the reactants [O:1]=[C:2]1[NH:11][C:10]2[CH:9]=[C:8]([C:12]([O:14]C)=[O:13])[CH:7]=[CH:6][C:5]=2[N:4]2[CH2:16][CH2:17][CH2:18][CH2:19][CH:3]12.[Li+].[OH-].C1COCC1.O, predict the reaction product. The product is: [O:1]=[C:2]1[NH:11][C:10]2[CH:9]=[C:8]([C:12]([OH:14])=[O:13])[CH:7]=[CH:6][C:5]=2[N:4]2[CH2:16][CH2:17][CH2:18][CH2:19][CH:3]12.